Dataset: Reaction yield outcomes from USPTO patents with 853,638 reactions. Task: Predict the reaction yield, written as a fraction of the theoretical maximum amount of product (1.0 means a 100% yield; for example, 0.34 means a 34% yield). The reactants are O=P(Cl)(Cl)Cl.[NH:6]1[C:14]2[C:9](=[CH:10][C:11]([C:15]([O:17][CH3:18])=[O:16])=[CH:12][CH:13]=2)[CH:8]=[CH:7]1.CN([CH:22]=[O:23])C. No catalyst specified. The product is [CH:22]([C:8]1[C:9]2[C:14](=[CH:13][CH:12]=[C:11]([C:15]([O:17][CH3:18])=[O:16])[CH:10]=2)[NH:6][CH:7]=1)=[O:23]. The yield is 0.910.